This data is from NCI-60 drug combinations with 297,098 pairs across 59 cell lines. The task is: Regression. Given two drug SMILES strings and cell line genomic features, predict the synergy score measuring deviation from expected non-interaction effect. (1) Drug 1: CC1=C2C(C(=O)C3(C(CC4C(C3C(C(C2(C)C)(CC1OC(=O)C(C(C5=CC=CC=C5)NC(=O)OC(C)(C)C)O)O)OC(=O)C6=CC=CC=C6)(CO4)OC(=O)C)O)C)O. Drug 2: CN1C2=C(C=C(C=C2)N(CCCl)CCCl)N=C1CCCC(=O)O.Cl. Cell line: NCI-H226. Synergy scores: CSS=4.53, Synergy_ZIP=-0.539, Synergy_Bliss=2.59, Synergy_Loewe=-1.92, Synergy_HSA=2.01. (2) Drug 1: CC1=C(N=C(N=C1N)C(CC(=O)N)NCC(C(=O)N)N)C(=O)NC(C(C2=CN=CN2)OC3C(C(C(C(O3)CO)O)O)OC4C(C(C(C(O4)CO)O)OC(=O)N)O)C(=O)NC(C)C(C(C)C(=O)NC(C(C)O)C(=O)NCCC5=NC(=CS5)C6=NC(=CS6)C(=O)NCCC[S+](C)C)O. Drug 2: CN(CCCl)CCCl.Cl. Cell line: KM12. Synergy scores: CSS=30.4, Synergy_ZIP=-8.41, Synergy_Bliss=-0.452, Synergy_Loewe=1.30, Synergy_HSA=3.48. (3) Drug 1: CC1=C(C=C(C=C1)NC(=O)C2=CC=C(C=C2)CN3CCN(CC3)C)NC4=NC=CC(=N4)C5=CN=CC=C5. Drug 2: CC1C(C(CC(O1)OC2CC(OC(C2O)C)OC3=CC4=CC5=C(C(=O)C(C(C5)C(C(=O)C(C(C)O)O)OC)OC6CC(C(C(O6)C)O)OC7CC(C(C(O7)C)O)OC8CC(C(C(O8)C)O)(C)O)C(=C4C(=C3C)O)O)O)O. Cell line: SNB-75. Synergy scores: CSS=48.5, Synergy_ZIP=-0.396, Synergy_Bliss=-0.682, Synergy_Loewe=-41.2, Synergy_HSA=-1.93.